From a dataset of Full USPTO retrosynthesis dataset with 1.9M reactions from patents (1976-2016). Predict the reactants needed to synthesize the given product. (1) The reactants are: [Cl-].[Li+].C([O-])(=O)C.[K+].[CH3:23][C:18]1([CH3:24])[C:19]([CH3:22])([CH3:21])[O:20][B:16]([B:16]2[O:20][C:19]([CH3:22])([CH3:21])[C:18]([CH3:24])([CH3:23])[O:17]2)[O:17]1.[CH2:26]([N:30]1[CH:34]([CH:35]=[CH2:36])[CH2:33][O:32][C:31]1=[O:37])[CH2:27][C:28]#[CH:29]. Given the product [CH3:22][C:19]1([CH3:21])[C:18]([CH3:23])([CH3:24])[O:17][B:16]([C:28](=[CH2:29])[CH2:27][CH2:26][N:30]2[CH:34]([CH:35]=[CH2:36])[CH2:33][O:32][C:31]2=[O:37])[O:20]1, predict the reactants needed to synthesize it. (2) Given the product [CH2:14]([N:16]1[C:24]2[C:19](=[CH:20][C:21]([C:25]3[NH:13][C:12]4[N:11]([N:10]=[CH:9][C:8]=4[C:5]4[O:6][CH:7]=[C:3]([CH2:1][CH3:2])[N:4]=4)[C:27](=[O:28])[CH:26]=3)=[CH:22][CH:23]=2)[CH:18]=[N:17]1)[CH3:15], predict the reactants needed to synthesize it. The reactants are: [CH2:1]([C:3]1[N:4]=[C:5]([C:8]2[CH:9]=[N:10][NH:11][C:12]=2[NH2:13])[O:6][CH:7]=1)[CH3:2].[CH2:14]([N:16]1[C:24]2[C:19](=[CH:20][C:21]([C:25](=O)[CH2:26][C:27](OCC)=[O:28])=[CH:22][CH:23]=2)[CH:18]=[N:17]1)[CH3:15].CC1C=CC(S(O)(=O)=O)=CC=1. (3) Given the product [Br:12][CH2:11][C:3]1[CH:4]=[CH:5][CH:6]=[C:7]([N+:8]([O-:10])=[O:9])[C:2]=1[Cl:1], predict the reactants needed to synthesize it. The reactants are: [Cl:1][C:2]1[C:7]([N+:8]([O-:10])=[O:9])=[CH:6][CH:5]=[CH:4][C:3]=1[CH3:11].[Br:12]N1C(=O)CCC1=O.C(OOC(=O)C1C=CC=CC=1)(=O)C1C=CC=CC=1. (4) Given the product [CH3:26][N:15]([C:12]1[N:11]=[CH:10][C:9]([B:4]2[O:3][C:2]([CH3:23])([CH3:1])[C:6]([CH3:7])([CH3:8])[O:5]2)=[CH:14][N:13]=1)[C:16](=[O:22])[O:17][C:18]([CH3:21])([CH3:20])[CH3:19], predict the reactants needed to synthesize it. The reactants are: [CH3:1][C:2]1([CH3:23])[C:6]([CH3:8])([CH3:7])[O:5][B:4]([C:9]2[CH:10]=[N:11][C:12]([NH:15][C:16](=[O:22])[O:17][C:18]([CH3:21])([CH3:20])[CH3:19])=[N:13][CH:14]=2)[O:3]1.CI.[C:26](=O)([O-])[O-].[Cs+].[Cs+].